From a dataset of CYP2D6 inhibition data for predicting drug metabolism from PubChem BioAssay. Regression/Classification. Given a drug SMILES string, predict its absorption, distribution, metabolism, or excretion properties. Task type varies by dataset: regression for continuous measurements (e.g., permeability, clearance, half-life) or binary classification for categorical outcomes (e.g., BBB penetration, CYP inhibition). Dataset: cyp2d6_veith. (1) The molecule is CC(C)=CCC1=C(OCC(=O)O)C(=O)c2ccccc2C1=O. The result is 1 (inhibitor). (2) The compound is COCCNC(=S)N1C2CCC1CC(NC(=O)NC13CC4CC(CC(C4)C1)C3)C2. The result is 0 (non-inhibitor). (3) The drug is O=C(Nc1ccccc1)N1CC2(CCN(S(=O)(=O)c3ccccc3)CC2)C1. The result is 0 (non-inhibitor). (4) The compound is COc1ccc2c(C)cc(N3CCOCC3)nc2c1. The result is 0 (non-inhibitor).